The task is: Predict the reaction yield, written as a fraction of the theoretical maximum amount of product (1.0 means a 100% yield; for example, 0.34 means a 34% yield).. This data is from Reaction yield outcomes from USPTO patents with 853,638 reactions. (1) The reactants are [NH4+].[Cl-].[CH3:3][N:4]1[CH2:12][C:11]2[C:6](=[CH:7][CH:8]=[C:9]([N+:13]([O-])=O)[CH:10]=2)[C:5]1=[O:16]. The catalyst is CCO.O.[Fe]. The product is [NH2:13][C:9]1[CH:10]=[C:11]2[C:6](=[CH:7][CH:8]=1)[C:5](=[O:16])[N:4]([CH3:3])[CH2:12]2. The yield is 0.300. (2) The catalyst is CC(C)=O. The product is [C:1]([N:4]1[CH2:8][CH2:7][C:6]2([C:16]3[C:11](=[CH:12][CH:13]=[C:14]([CH2:17][CH:18]=[O:19])[CH:15]=3)[N:10]([C:21]([NH:23][C:24]3[S:25][C:26]([Cl:29])=[CH:27][N:28]=3)=[O:22])[CH2:9]2)[CH2:5]1)(=[O:3])[CH3:2]. The reactants are [C:1]([N:4]1[CH2:8][CH2:7][C:6]2([C:16]3[C:11](=[CH:12][CH:13]=[C:14]([CH:17]=[CH:18][O:19]C)[CH:15]=3)[N:10]([C:21]([NH:23][C:24]3[S:25][C:26]([Cl:29])=[CH:27][N:28]=3)=[O:22])[CH2:9]2)[CH2:5]1)(=[O:3])[CH3:2].Cl.C(=O)([O-])O.[Na+].O. The yield is 0.820.